From a dataset of Reaction yield outcomes from USPTO patents with 853,638 reactions. Predict the reaction yield, written as a fraction of the theoretical maximum amount of product (1.0 means a 100% yield; for example, 0.34 means a 34% yield). (1) The reactants are [Br:1][C:2]1[CH:7]=[CH:6][C:5]([N:8]2[C:13]3[N:14]([CH3:31])[C:15](=[O:30])[C:16]([CH3:29])=[C:17](OS(C4C=CC(C)=CC=4)(=O)=O)[C:12]=3[C:11](=[O:32])[N:10]([CH:33]3[CH2:35][CH2:34]3)[C:9]2=[O:36])=[CH:4][CH:3]=1.[NH2:37][C:38]1[CH:43]=[CH:42][CH:41]=[CH:40][CH:39]=1. The catalyst is C(OCC)C.CCCCCC. The product is [Br:1][C:2]1[CH:7]=[CH:6][C:5]([N:8]2[C:13]3[N:14]([CH3:31])[C:15](=[O:30])[C:16]([CH3:29])=[C:17]([NH:37][C:38]4[CH:43]=[CH:42][CH:41]=[CH:40][CH:39]=4)[C:12]=3[C:11](=[O:32])[N:10]([CH:33]3[CH2:35][CH2:34]3)[C:9]2=[O:36])=[CH:4][CH:3]=1. The yield is 0.930. (2) The reactants are [C:1]([O:5][C:6]([NH:8][CH2:9][C:10]1[N:11]([CH2:34][CH:35]([CH3:37])[CH3:36])[C:12](=[O:33])[C:13]2[C:18]([C:19]=1[C:20]1[CH:25]=[CH:24][CH:23]=[CH:22][CH:21]=1)=[CH:17][C:16](/[CH:26]=[CH:27]/[C:28]([O:30]CC)=[O:29])=[CH:15][CH:14]=2)=[O:7])([CH3:4])([CH3:3])[CH3:2].[OH-].[Na+].O.Cl. The product is [C:1]([O:5][C:6]([NH:8][CH2:9][C:10]1[N:11]([CH2:34][CH:35]([CH3:37])[CH3:36])[C:12](=[O:33])[C:13]2[C:18]([C:19]=1[C:20]1[CH:21]=[CH:22][CH:23]=[CH:24][CH:25]=1)=[CH:17][C:16](/[CH:26]=[CH:27]/[C:28]([OH:30])=[O:29])=[CH:15][CH:14]=2)=[O:7])([CH3:4])([CH3:3])[CH3:2]. The catalyst is O1CCCC1.C(O)C. The yield is 0.848. (3) The reactants are C[Si](C)(C)[N-][Si](C)(C)C.[Li+].[O:11]=[C:12]1[CH2:17][CH2:16][CH:15]([C:18]([O:20][CH2:21][CH3:22])=[O:19])[CH2:14][CH2:13]1.I[CH3:24]. The catalyst is C1COCC1.C(C1C=CC=CC=1)C.C1COCC1. The product is [CH3:24][CH:13]1[C:12](=[O:11])[CH2:17][CH2:16][CH:15]([C:18]([O:20][CH2:21][CH3:22])=[O:19])[CH2:14]1. The yield is 0.150. (4) The reactants are [NH:1]1[C:9]2[C:4](=[CH:5][C:6]([C:10]([O:12][CH3:13])=[O:11])=[CH:7][CH:8]=2)[CH:3]=[N:2]1.[Br:14]Br. The catalyst is C(O)C. The product is [Br:14][C:3]1[C:4]2[C:9](=[CH:8][CH:7]=[C:6]([C:10]([O:12][CH3:13])=[O:11])[CH:5]=2)[NH:1][N:2]=1. The yield is 0.933.